Dataset: Catalyst prediction with 721,799 reactions and 888 catalyst types from USPTO. Task: Predict which catalyst facilitates the given reaction. (1) Reactant: [Br:1][C:2]1[CH:9]=[C:8](F)[C:7]([F:11])=[CH:6][C:3]=1[C:4]#[N:5].[NH2:12][CH:13]([CH2:17][C:18]([F:21])([F:20])[F:19])[C:14]([NH2:16])=[O:15].CCN(C(C)C)C(C)C.O. Product: [Br:1][C:2]1[C:3]([C:4]#[N:5])=[CH:6][C:7]([F:11])=[C:8]([NH:12][CH:13]([CH2:17][C:18]([F:21])([F:20])[F:19])[C:14]([NH2:16])=[O:15])[CH:9]=1. The catalyst class is: 197. (2) Reactant: N(C(OC(C)(C)C)=O)=NC(OC(C)(C)C)=O.[CH3:17][C:18]([O:21][C:22]([N:24]1[CH2:31][C:30]2[O:29][C:28]([CH2:32][OH:33])=[N:27][C:26]=2[CH2:25]1)=[O:23])([CH3:20])[CH3:19].[C:34]1(O)[CH:39]=[CH:38][CH:37]=[CH:36][CH:35]=1.C1(P(C2C=CC=CC=2)C2C=CC=CC=2)C=CC=CC=1. Product: [CH3:20][C:18]([O:21][C:22]([N:24]1[CH2:31][C:30]2[O:29][C:28]([CH2:32][O:33][C:34]3[CH:39]=[CH:38][CH:37]=[CH:36][CH:35]=3)=[N:27][C:26]=2[CH2:25]1)=[O:23])([CH3:17])[CH3:19]. The catalyst class is: 36. (3) Reactant: [CH:1]([NH:4][C:5](=[O:48])[CH2:6][O:7][C:8]1[CH:9]=[C:10]([C:14]2[N:23]=[C:22]([NH:24][C:25]3[CH:26]=[C:27]4[C:31](=[CH:32][CH:33]=3)[N:30](C(OC(C)(C)C)=O)[N:29]=[CH:28]4)[C:21]3[C:16](=[CH:17][C:18]([O:46][CH3:47])=[C:19]([O:41][CH2:42][CH2:43][O:44][CH3:45])[CH:20]=3)[N:15]=2)[CH:11]=[CH:12][CH:13]=1)([CH3:3])[CH3:2]. Product: [NH:30]1[C:31]2[C:27](=[CH:26][C:25]([NH:24][C:22]3[C:21]4[C:16](=[CH:17][C:18]([O:46][CH3:47])=[C:19]([O:41][CH2:42][CH2:43][O:44][CH3:45])[CH:20]=4)[N:15]=[C:14]([C:10]4[CH:9]=[C:8]([CH:13]=[CH:12][CH:11]=4)[O:7][CH2:6][C:5]([NH:4][CH:1]([CH3:3])[CH3:2])=[O:48])[N:23]=3)=[CH:33][CH:32]=2)[CH:28]=[N:29]1. The catalyst class is: 157. (4) Reactant: C([Mg]Br)C.I[C:6]1[N:7]=[C:8]([CH3:30])[N:9]([C:11]([C:24]2[CH:29]=[CH:28][CH:27]=[CH:26][CH:25]=2)([C:18]2[CH:23]=[CH:22][CH:21]=[CH:20][CH:19]=2)[C:12]2[CH:17]=[CH:16][CH:15]=[CH:14][CH:13]=2)[CH:10]=1.CON(C)[C:34]([C:36]1([C:39]([F:42])([F:41])[F:40])[CH2:38][CH2:37]1)=[O:35].[Cl-].[NH4+]. Product: [CH3:30][C:8]1[N:9]([C:11]([C:24]2[CH:25]=[CH:26][CH:27]=[CH:28][CH:29]=2)([C:18]2[CH:19]=[CH:20][CH:21]=[CH:22][CH:23]=2)[C:12]2[CH:17]=[CH:16][CH:15]=[CH:14][CH:13]=2)[CH:10]=[C:6]([C:34]([C:36]2([C:39]([F:42])([F:41])[F:40])[CH2:38][CH2:37]2)=[O:35])[N:7]=1. The catalyst class is: 2. (5) Reactant: [CH2:1]([O:8][C:9]1[CH:10]=[CH:11][C:12]([OH:19])=[C:13]([CH:18]=1)[C:14]([O:16][CH3:17])=[O:15])[C:2]1[CH:7]=[CH:6][CH:5]=[CH:4][CH:3]=1.[C:20]([O-])([O-])=O.[K+].[K+].IC.O. Product: [CH2:1]([O:8][C:9]1[CH:10]=[CH:11][C:12]([O:19][CH3:20])=[C:13]([CH:18]=1)[C:14]([O:16][CH3:17])=[O:15])[C:2]1[CH:3]=[CH:4][CH:5]=[CH:6][CH:7]=1. The catalyst class is: 3. (6) The catalyst class is: 3. Product: [Cl:59][C:60]1[CH:67]=[CH:66][C:63]([CH2:64][N:11]2[C:12]3[C:17](=[CH:16][CH:15]=[C:14]([C:20]([NH2:28])=[O:22])[CH:13]=3)[C:18](=[O:19])[N:9]([C:8]3[C:7]([O:24][CH3:25])=[N:6][CH:5]=[N:4][C:3]=3[O:2][CH3:1])[C:10]2=[S:23])=[CH:62][CH:61]=1. Reactant: [CH3:1][O:2][C:3]1[C:8]([N:9]2[C:18](=[O:19])[C:17]3[C:12](=[CH:13][C:14]([C:20]([OH:22])=O)=[CH:15][CH:16]=3)[NH:11][C:10]2=[S:23])=[C:7]([O:24][CH3:25])[N:6]=[CH:5][N:4]=1.CC[N:28](C(C)C)C(C)C.CN(C(ON1N=NC2C=CC=NC1=2)=[N+](C)C)C.F[P-](F)(F)(F)(F)F.[Cl:59][C:60]1[CH:67]=[CH:66][C:63]([CH2:64]N)=[CH:62][CH:61]=1. (7) Reactant: C([O:8][C:9]1[CH:21]=[C:20]2[C:12]([C:13]3[CH:14]=[CH:15][C:16]([NH:22][CH:23]=[O:24])=[CH:17][C:18]=3[NH:19]2)=[CH:11][CH:10]=1)C1C=CC=CC=1. Product: [OH:8][C:9]1[CH:21]=[C:20]2[C:12]([C:13]3[CH:14]=[CH:15][C:16]([NH:22][CH:23]=[O:24])=[CH:17][C:18]=3[NH:19]2)=[CH:11][CH:10]=1. The catalyst class is: 19. (8) The catalyst class is: 5. Product: [NH2:1][C:4]1[CH:5]=[C:6]([S:10]([NH:13][CH2:14][C:15]2[CH:20]=[CH:19][CH:18]=[CH:17][N:16]=2)(=[O:12])=[O:11])[CH:7]=[CH:8][CH:9]=1. Reactant: [N+:1]([C:4]1[CH:5]=[C:6]([S:10]([NH:13][CH2:14][C:15]2[CH:20]=[CH:19][CH:18]=[CH:17][N:16]=2)(=[O:12])=[O:11])[CH:7]=[CH:8][CH:9]=1)([O-])=O. (9) Reactant: O.[OH-].[Li+].[NH2:4][C:5]1[N:10]=[CH:9][N:8]=[C:7]2[N:11]([CH:15]([C:17]3[C:18]([O:36][CH3:37])=[C:19]([C:25]4[CH:30]=[CH:29][C:28]([C:31]([O:33]C)=[O:32])=[C:27]([F:35])[CH:26]=4)[C:20]([CH3:24])=[C:21]([Cl:23])[CH:22]=3)[CH3:16])[N:12]=[C:13]([CH3:14])[C:6]=12.Cl. Product: [NH2:4][C:5]1[N:10]=[CH:9][N:8]=[C:7]2[N:11]([CH:15]([C:17]3[C:18]([O:36][CH3:37])=[C:19]([C:25]4[CH:30]=[CH:29][C:28]([C:31]([OH:33])=[O:32])=[C:27]([F:35])[CH:26]=4)[C:20]([CH3:24])=[C:21]([Cl:23])[CH:22]=3)[CH3:16])[N:12]=[C:13]([CH3:14])[C:6]=12. The catalyst class is: 5. (10) Reactant: [Br:1][C:2]1[CH:3]=[CH:4][C:5]2[N:9]=[N:8][NH:7][C:6]=2[CH:10]=1.[H-].[Na+].[CH3:13]I. Product: [Br:1][C:2]1[CH:3]=[CH:4][C:5]2[N:9]([CH3:13])[NH:8][NH:7][C:6]=2[CH:10]=1. The catalyst class is: 9.